Dataset: Full USPTO retrosynthesis dataset with 1.9M reactions from patents (1976-2016). Task: Predict the reactants needed to synthesize the given product. (1) Given the product [C:16]1([S:22]([N:25]2[CH:26]=[CH:27][CH:28]=[C:29]2[CH:37]([C:35]2[CH:34]=[CH:33][CH:32]=[C:31]([CH3:30])[N:36]=2)[OH:38])(=[O:24])=[O:23])[CH:17]=[CH:18][CH:19]=[CH:20][CH:21]=1, predict the reactants needed to synthesize it. The reactants are: CC1(C)CCCC(C)(C)N1.[Li]CCCC.[C:16]1([S:22]([N:25]2[CH:29]=[CH:28][CH:27]=[CH:26]2)(=[O:24])=[O:23])[CH:21]=[CH:20][CH:19]=[CH:18][CH:17]=1.[CH3:30][C:31]1[N:36]=[C:35]([CH:37]=[O:38])[CH:34]=[CH:33][CH:32]=1. (2) Given the product [ClH:1].[Cl:1][C:2]1[CH:3]=[CH:4][C:5]([O:8][CH2:9][CH:10]2[CH2:15][CH2:14][NH:13][CH2:12][CH2:11]2)=[CH:6][N:7]=1, predict the reactants needed to synthesize it. The reactants are: [Cl:1][C:2]1[N:7]=[CH:6][C:5]([O:8][CH2:9][CH:10]2[CH2:15][CH2:14][N:13](C(OC(C)(C)C)=O)[CH2:12][CH2:11]2)=[CH:4][CH:3]=1.Cl. (3) Given the product [NH2:13][C:4]1[C:5]([O:11][CH3:12])=[C:6]([C:8](=[O:10])[CH3:9])[CH:7]=[C:2]([Cl:1])[C:3]=1[CH3:16], predict the reactants needed to synthesize it. The reactants are: [Cl:1][C:2]1[C:3]([CH3:16])=[C:4]([N+:13]([O-])=O)[C:5]([O:11][CH3:12])=[C:6]([C:8](=[O:10])[CH3:9])[CH:7]=1.[H][H]. (4) Given the product [Cl:58][C:45]1[CH:44]=[C:43]2[O:42][CH:41]([CH2:59][OH:60])[CH2:40][C@@:10]3([C@H:9]([OH:8])[C@@H:14]([OH:15])[C@H:13]([OH:23])[C@@H:12]([CH2:31][OH:32])[O:11]3)[C:48]2=[CH:47][C:46]=1[CH2:49][C:50]1[CH:51]=[CH:52][C:53]([CH2:56][CH3:57])=[CH:54][CH:55]=1, predict the reactants needed to synthesize it. The reactants are: C([O:8][C@@H:9]1[C@@H:14]([O:15]CC2C=CC=CC=2)[C@H:13]([O:23]CC2C=CC=CC=2)[C@@H:12]([CH2:31][O:32]CC2C=CC=CC=2)[O:11][C@:10]21[C:48]1[C:43](=[CH:44][C:45]([Cl:58])=[C:46]([CH2:49][C:50]3[CH:55]=[CH:54][C:53]([CH2:56][CH3:57])=[CH:52][CH:51]=3)[CH:47]=1)[O:42][CH:41]([CH2:59][OH:60])[CH2:40]2)C1C=CC=CC=1.ClC1C=CC=CC=1Cl.[H][H]. (5) Given the product [Cl:5][C:6]1[CH:41]=[CH:40][C:9]([CH2:10][O:11][C:12]2[CH:17]=[CH:16][C:15]([C@@H:18]([C:35]3[CH:39]=[CH:38][O:37][N:36]=3)[CH2:19][C:51]([OH:50])=[O:2])=[CH:14][CH:13]=2)=[CH:8][C:7]=1[O:42][C:43]([F:45])([F:44])[F:46], predict the reactants needed to synthesize it. The reactants are: [Li+].[OH-:2].OO.[Cl:5][C:6]1[CH:41]=[CH:40][C:9]([CH2:10][O:11][C:12]2[CH:17]=[CH:16][C:15]([C@@H:18]([C:35]3[CH:39]=[CH:38][O:37][N:36]=3)[CH2:19]C(N3[C@@H](CC4C=CC=CC=4)COC3=O)=O)=[CH:14][CH:13]=2)=[CH:8][C:7]=1[O:42][C:43]([F:46])([F:45])[F:44].C1[CH2:51][O:50]CC1.